This data is from NCI-60 drug combinations with 297,098 pairs across 59 cell lines. The task is: Regression. Given two drug SMILES strings and cell line genomic features, predict the synergy score measuring deviation from expected non-interaction effect. (1) Drug 1: C1=NC2=C(N1)C(=S)N=C(N2)N. Cell line: MCF7. Drug 2: N.N.Cl[Pt+2]Cl. Synergy scores: CSS=8.05, Synergy_ZIP=-5.68, Synergy_Bliss=-10.3, Synergy_Loewe=-25.7, Synergy_HSA=-13.7. (2) Drug 1: C1=C(C(=O)NC(=O)N1)F. Drug 2: C1=NNC2=C1C(=O)NC=N2. Cell line: SR. Synergy scores: CSS=37.9, Synergy_ZIP=-7.30, Synergy_Bliss=-15.6, Synergy_Loewe=-28.7, Synergy_HSA=-15.6. (3) Drug 1: COC1=CC(=CC(=C1O)OC)C2C3C(COC3=O)C(C4=CC5=C(C=C24)OCO5)OC6C(C(C7C(O6)COC(O7)C8=CC=CS8)O)O. Drug 2: CN(CCCl)CCCl.Cl. Cell line: MDA-MB-231. Synergy scores: CSS=31.2, Synergy_ZIP=-7.69, Synergy_Bliss=-0.639, Synergy_Loewe=-6.10, Synergy_HSA=0.176. (4) Drug 1: CC1=C2C(C(=O)C3(C(CC4C(C3C(C(C2(C)C)(CC1OC(=O)C(C(C5=CC=CC=C5)NC(=O)OC(C)(C)C)O)O)OC(=O)C6=CC=CC=C6)(CO4)OC(=O)C)OC)C)OC. Drug 2: C1=CC(=CC=C1CC(C(=O)O)N)N(CCCl)CCCl.Cl. Cell line: UACC62. Synergy scores: CSS=36.4, Synergy_ZIP=-2.40, Synergy_Bliss=0.258, Synergy_Loewe=-15.7, Synergy_HSA=2.95. (5) Drug 1: C1CC(=O)NC(=O)C1N2CC3=C(C2=O)C=CC=C3N. Drug 2: CC1C(C(=O)NC(C(=O)N2CCCC2C(=O)N(CC(=O)N(C(C(=O)O1)C(C)C)C)C)C(C)C)NC(=O)C3=C4C(=C(C=C3)C)OC5=C(C(=O)C(=C(C5=N4)C(=O)NC6C(OC(=O)C(N(C(=O)CN(C(=O)C7CCCN7C(=O)C(NC6=O)C(C)C)C)C)C(C)C)C)N)C. Cell line: SK-MEL-28. Synergy scores: CSS=6.38, Synergy_ZIP=7.71, Synergy_Bliss=11.7, Synergy_Loewe=11.7, Synergy_HSA=11.1. (6) Drug 1: CC1=C2C(C(=O)C3(C(CC4C(C3C(C(C2(C)C)(CC1OC(=O)C(C(C5=CC=CC=C5)NC(=O)OC(C)(C)C)O)O)OC(=O)C6=CC=CC=C6)(CO4)OC(=O)C)OC)C)OC. Drug 2: C1C(C(OC1N2C=NC(=NC2=O)N)CO)O. Cell line: KM12. Synergy scores: CSS=28.6, Synergy_ZIP=-5.87, Synergy_Bliss=-10.7, Synergy_Loewe=-28.9, Synergy_HSA=-9.28. (7) Drug 1: CN1C2=C(C=C(C=C2)N(CCCl)CCCl)N=C1CCCC(=O)O.Cl. Drug 2: C1C(C(OC1N2C=NC(=NC2=O)N)CO)O. Cell line: ACHN. Synergy scores: CSS=14.6, Synergy_ZIP=-1.20, Synergy_Bliss=4.63, Synergy_Loewe=-23.4, Synergy_HSA=2.23.